From a dataset of Peptide-MHC class II binding affinity with 134,281 pairs from IEDB. Regression. Given a peptide amino acid sequence and an MHC pseudo amino acid sequence, predict their binding affinity value. This is MHC class II binding data. (1) The peptide sequence is HLGKLELDFNYCEGT. The MHC is DRB1_0401 with pseudo-sequence DRB1_0401. The binding affinity (normalized) is 0.628. (2) The peptide sequence is VEFVTNMGIIIPDFA. The MHC is DRB4_0101 with pseudo-sequence DRB4_0103. The binding affinity (normalized) is 0.941.